From a dataset of Forward reaction prediction with 1.9M reactions from USPTO patents (1976-2016). Predict the product of the given reaction. (1) Given the reactants C[O:2][C:3]([C:5]1[S:6][C:7]([C:23]2[CH:28]=[CH:27][CH:26]=[CH:25][CH:24]=2)=[CH:8][C:9]=1[N:10]([CH:20]([CH3:22])[CH3:21])[C:11]([CH:13]1[CH2:18][CH2:17][C:16](=[CH2:19])[CH2:15][CH2:14]1)=[O:12])=[O:4].[Li+].[OH-], predict the reaction product. The product is: [CH:20]([N:10]([C:11]([CH:13]1[CH2:14][CH2:15][C:16](=[CH2:19])[CH2:17][CH2:18]1)=[O:12])[C:9]1[CH:8]=[C:7]([C:23]2[CH:28]=[CH:27][CH:26]=[CH:25][CH:24]=2)[S:6][C:5]=1[C:3]([OH:4])=[O:2])([CH3:22])[CH3:21]. (2) Given the reactants C([S:4][C:5]1[N:6]=[CH:7][N:8]2[CH:12]=[CH:11][S:10][C:9]=12)(=O)C.[N:13]([CH2:16][C@@H:17]([O:20][Si:21]([CH2:26][CH3:27])([CH2:24][CH3:25])[CH2:22][CH3:23])[CH2:18]O)=[N+:14]=[N-:15], predict the reaction product. The product is: [N:13]([CH2:16][C@@H:17]([O:20][Si:21]([CH2:26][CH3:27])([CH2:24][CH3:25])[CH2:22][CH3:23])[CH2:18][S:4][C:5]1[N:6]=[CH:7][N:8]2[CH:12]=[CH:11][S:10][C:9]=12)=[N+:14]=[N-:15]. (3) The product is: [NH2:22][CH:11]1[C:12]2[C:8](=[CH:7][C:6]([C:2]([CH3:5])([CH3:1])[C:3]#[N:4])=[CH:14][CH:13]=2)[CH2:9][CH2:10]1. Given the reactants [CH3:1][C:2]([C:6]1[CH:7]=[C:8]2[C:12](=[CH:13][CH:14]=1)[C:11](=O)[CH2:10][CH2:9]2)([CH3:5])[C:3]#[N:4].C([O-])(=O)C.[NH4+].C([BH3-])#[N:22].[Na+].[OH-].[Na+], predict the reaction product. (4) Given the reactants [CH2:1]([C:3]1[O:4][C:5]2[C:15]([N:16]=1)=[CH:14][C:8]1[CH2:9][CH2:10][NH:11][CH2:12][CH2:13][C:7]=1[CH:6]=2)[CH3:2].[Cl:17][CH2:18][CH2:19][CH2:20][S:21][C:22]1[N:26]([CH3:27])[C:25]([C:28]2[O:32][CH:31]=[N:30][C:29]=2[CH3:33])=[N:24][N:23]=1, predict the reaction product. The product is: [ClH:17].[CH2:1]([C:3]1[O:4][C:5]2[C:15]([N:16]=1)=[CH:14][C:8]1[CH2:9][CH2:10][N:11]([CH2:18][CH2:19][CH2:20][S:21][C:22]3[N:26]([CH3:27])[C:25]([C:28]4[O:32][CH:31]=[N:30][C:29]=4[CH3:33])=[N:24][N:23]=3)[CH2:12][CH2:13][C:7]=1[CH:6]=2)[CH3:2]. (5) Given the reactants ON1[C:6]2[N:7]=[CH:8][CH:9]=[CH:10][C:5]=2N=N1.O1CCC([CH2:17][NH2:18])CC1.N=C=N.[Cl:22]C1C=C(Cl)C=CC=1NC1C=C(C(F)(F)[F:41])C(C(O)=O)=CN=1, predict the reaction product. The product is: [ClH:22].[ClH:22].[F:41][C:6]1[CH:5]=[C:10]([CH2:17][NH2:18])[CH:9]=[CH:8][N:7]=1. (6) Given the reactants [Si:1]([O:8][CH2:9][CH:10]([NH:19][CH2:20][C:21]([O:23][C:24]([CH3:27])([CH3:26])[CH3:25])=[O:22])[C:11]1[CH:16]=[CH:15][C:14]([C:17]#[N:18])=[CH:13][CH:12]=1)([C:4]([CH3:7])([CH3:6])[CH3:5])([CH3:3])[CH3:2].[NH2:28][OH:29], predict the reaction product. The product is: [Si:1]([O:8][CH2:9][CH:10]([NH:19][CH2:20][C:21]([O:23][C:24]([CH3:27])([CH3:26])[CH3:25])=[O:22])[C:11]1[CH:12]=[CH:13][C:14]([C:17](=[N:28][OH:29])[NH2:18])=[CH:15][CH:16]=1)([C:4]([CH3:7])([CH3:6])[CH3:5])([CH3:3])[CH3:2]. (7) Given the reactants [CH2:1]([C:8]1[CH:13]=[CH:12][C:11]([NH:14][C:15]2[C:24]3[C:19](=[CH:20][N:21]=[C:22](F)[CH:23]=3)[N:18]=[CH:17][C:16]=2[C:26]#[N:27])=[CH:10][CH:9]=1)[C:2]1[CH:7]=[CH:6][CH:5]=[CH:4][CH:3]=1.[C:28]([N:35]1[CH2:40][CH2:39][N:38]([CH2:41][CH2:42][NH2:43])[CH2:37][CH2:36]1)([O:30][C:31]([CH3:34])([CH3:33])[CH3:32])=[O:29].FC1C=C2C(=NC=1)N=CC=C2.FC1C=CC2C(=NC=CC=2)N=1, predict the reaction product. The product is: [CH2:1]([C:8]1[CH:13]=[CH:12][C:11]([NH:14][C:15]2[C:24]3[C:19](=[CH:20][N:21]=[C:22]([NH:43][CH2:42][CH2:41][N:38]4[CH2:39][CH2:40][N:35]([C:28]([O:30][C:31]([CH3:34])([CH3:33])[CH3:32])=[O:29])[CH2:36][CH2:37]4)[CH:23]=3)[N:18]=[CH:17][C:16]=2[C:26]#[N:27])=[CH:10][CH:9]=1)[C:2]1[CH:7]=[CH:6][CH:5]=[CH:4][CH:3]=1.